This data is from PAMPA (Parallel Artificial Membrane Permeability Assay) permeability data from NCATS. The task is: Regression/Classification. Given a drug SMILES string, predict its absorption, distribution, metabolism, or excretion properties. Task type varies by dataset: regression for continuous measurements (e.g., permeability, clearance, half-life) or binary classification for categorical outcomes (e.g., BBB penetration, CYP inhibition). Dataset: pampa_ncats. (1) The compound is C1=CC=C(C=C1)C2=CSC(=N2)NC(=O)C3=C(C=NC=C3)NS(=O)(=O)C4=CC=CC5=C4N=CC=C5. The result is 1 (high permeability). (2) The drug is C1=CC(=C(C=C1NC(=O)NC2=NN=C(S2)C3=CC=NC=C3)C(F)(F)F)F. The result is 1 (high permeability). (3) The compound is CC1=C[C@H]([C@@H](C[C@H]1CC2=NN=C(O2)C3=CC=CC=C3)C(C)C)CNCCNC(=O)C. The result is 1 (high permeability). (4) The molecule is C1=CC\2=C(C(=C1)Cl)NC(=O)/C2=C/C3=CC(=C(C(=C3)Cl)O)Cl. The result is 1 (high permeability). (5) The compound is COC1=C(C=CN=C1OC)C2=NC3=CC=CC=C3C(=N2)NC4=CC(=C(C=C4)F)F. The result is 1 (high permeability). (6) The compound is CC1=CC(=C(C=C1)C(=O)N2CCC3=C(C(=CC(=O)N3CC2)OC)C(=O)NCC4=CC(=CC=C4)OC)C. The result is 1 (high permeability).